Dataset: Reaction yield outcomes from USPTO patents with 853,638 reactions. Task: Predict the reaction yield, written as a fraction of the theoretical maximum amount of product (1.0 means a 100% yield; for example, 0.34 means a 34% yield). (1) The yield is 0.510. The reactants are [CH2:1]([O:3][C:4]([C:6]1[N:7]=[CH:8][S:9][C:10]=1[CH3:11])=[O:5])[CH3:2].[Br:12]N1C(=O)CCC1=O. The product is [CH2:1]([O:3][C:4]([C:6]1[N:7]=[CH:8][S:9][C:10]=1[CH2:11][Br:12])=[O:5])[CH3:2]. The catalyst is C(Cl)(Cl)(Cl)Cl.[W]. (2) The reactants are Br[CH2:2][CH2:3][O:4][C:5]1[CH:14]=[C:13]2[C:8]([C:9]([O:15][C:16]3[C:17]([F:26])=[C:18]4[C:22](=[CH:23][CH:24]=3)[NH:21][C:20]([CH3:25])=[CH:19]4)=[N:10][CH:11]=[N:12]2)=[CH:7][C:6]=1[O:27][CH3:28].C1(P(=O)(C2C=CC=CC=2)C2C=CC=CC=2)C=CC=CC=1.[C:49]([N:52]1[CH2:57][CH2:56][NH:55][CH2:54][CH2:53]1)(=[O:51])[CH3:50]. The catalyst is CN(C)C=O. The product is [C:49]([N:52]1[CH2:57][CH2:56][N:55]([CH2:2][CH2:3][O:4][C:5]2[CH:14]=[C:13]3[C:8]([C:9]([O:15][C:16]4[C:17]([F:26])=[C:18]5[C:22](=[CH:23][CH:24]=4)[NH:21][C:20]([CH3:25])=[CH:19]5)=[N:10][CH:11]=[N:12]3)=[CH:7][C:6]=2[O:27][CH3:28])[CH2:54][CH2:53]1)(=[O:51])[CH3:50]. The yield is 0.670.